This data is from Reaction yield outcomes from USPTO patents with 853,638 reactions. The task is: Predict the reaction yield, written as a fraction of the theoretical maximum amount of product (1.0 means a 100% yield; for example, 0.34 means a 34% yield). (1) The reactants are [CH2:1]([O:3][C:4](=[O:29])[CH2:5][C:6]1[N:7]=[C:8]([NH:11][C:12]([NH:14][C:15]2[CH:20]=[CH:19][C:18]([CH3:21])=[CH:17][C:16]=2[C:22]([CH:24]2[CH2:28][CH2:27][CH2:26][CH2:25]2)=[O:23])=[O:13])[S:9][CH:10]=1)[CH3:2].[Br:30]N1C(=O)CCC1=O. The catalyst is C(#N)C.C(Cl)Cl. The product is [CH2:1]([O:3][C:4](=[O:29])[CH:5]([Br:30])[C:6]1[N:7]=[C:8]([NH:11][C:12]([NH:14][C:15]2[CH:20]=[CH:19][C:18]([CH3:21])=[CH:17][C:16]=2[C:22]([CH:24]2[CH2:28][CH2:27][CH2:26][CH2:25]2)=[O:23])=[O:13])[S:9][CH:10]=1)[CH3:2]. The yield is 0.170. (2) The reactants are [F:1][C:2]1[CH:3]=[C:4]([C:8]2[N:13]=[C:12]([NH2:14])[N:11]=[C:10]([NH2:15])[C:9]=2[C:16]2[CH:17]=[N:18][C:19]([O:22]C)=[CH:20][CH:21]=2)[CH:5]=[CH:6][CH:7]=1.Br.[OH-].[Na+]. The catalyst is C(O)(=O)C. The product is [NH2:14][C:12]1[N:11]=[C:10]([NH2:15])[C:9]([C:16]2[CH:21]=[CH:20][C:19](=[O:22])[NH:18][CH:17]=2)=[C:8]([C:4]2[CH:5]=[CH:6][CH:7]=[C:2]([F:1])[CH:3]=2)[N:13]=1. The yield is 0.700.